Dataset: Catalyst prediction with 721,799 reactions and 888 catalyst types from USPTO. Task: Predict which catalyst facilitates the given reaction. (1) Reactant: [S:1]1[CH:5]=[CH:4][CH:3]=[C:2]1[CH:6]=O.C(N(CC)CC)C.Cl.[NH2:16][CH2:17][CH2:18][C:19]([O:21][CH2:22][CH3:23])=[O:20].[BH4-].[Na+]. Product: [S:1]1[CH:5]=[CH:4][CH:3]=[C:2]1[CH2:6][NH:16][CH2:17][CH2:18][C:19]([O:21][CH2:22][CH3:23])=[O:20]. The catalyst class is: 5. (2) Reactant: Cl.[Br:2][C:3]1[CH:10]=[CH:9][CH:8]=[CH:7][C:4]=1[CH2:5][NH2:6].[C:11](=[O:14])(O)[O-:12].[Na+]. Product: [C:4]([O:12][C:11](=[O:14])[NH:6][CH2:5][C:4]1[CH:7]=[CH:8][CH:9]=[CH:10][C:3]=1[Br:2])([CH3:7])([CH3:5])[CH3:3]. The catalyst class is: 84.